Dataset: Full USPTO retrosynthesis dataset with 1.9M reactions from patents (1976-2016). Task: Predict the reactants needed to synthesize the given product. (1) Given the product [NH2:29][C:27]1[S:28][CH:2]=[C:3]([C:5]2[CH:25]=[CH:24][C:8]([O:9][CH2:10][CH2:11][CH2:12][CH2:13][CH2:14][O:15][C:16]3[CH:23]=[CH:22][C:19]([C:20]#[N:21])=[CH:18][CH:17]=3)=[CH:7][CH:6]=2)[N:26]=1, predict the reactants needed to synthesize it. The reactants are: Br[CH2:2][C:3]([C:5]1[CH:25]=[CH:24][C:8]([O:9][CH2:10][CH2:11][CH2:12][CH2:13][CH2:14][O:15][C:16]2[CH:23]=[CH:22][C:19]([C:20]#[N:21])=[CH:18][CH:17]=2)=[CH:7][CH:6]=1)=O.[NH2:26][C:27]([NH2:29])=[S:28]. (2) Given the product [Cl:8][C:7]1[N:6]=[CH:5][C:4]([C:9]2[CH:10]=[N:11][N:12]3[CH:17]=[CH:16][C:15]([C:18]([N:20]([C:22]4[CH:27]=[CH:26][C:25]([C:28]#[N:29])=[CH:24][N:23]=4)[CH3:21])=[O:19])=[CH:14][C:13]=23)=[CH:3][C:2]=1[NH:1][S:37]([CH3:36])(=[O:39])=[O:38], predict the reactants needed to synthesize it. The reactants are: [NH2:1][C:2]1[CH:3]=[C:4]([C:9]2[CH:10]=[N:11][N:12]3[CH:17]=[CH:16][C:15]([C:18]([N:20]([C:22]4[CH:27]=[CH:26][C:25]([C:28]#[N:29])=[CH:24][N:23]=4)[CH3:21])=[O:19])=[CH:14][C:13]=23)[CH:5]=[N:6][C:7]=1[Cl:8].N1C=CC=CC=1.[CH3:36][S:37](Cl)(=[O:39])=[O:38]. (3) Given the product [CH:33]([O:1][C:2]1[CH:3]=[CH:4][C:5]2[C:17](=[O:18])[C:16]3[C:15]4[C:10](=[CH:11][C:12]([S:19]([CH2:22][CH2:23][C:24]5[CH:25]=[CH:26][CH:27]=[CH:28][CH:29]=5)(=[O:21])=[O:20])=[CH:13][CH:14]=4)[NH:9][C:8]=3[C:7]([CH3:30])([CH3:31])[C:6]=2[CH:32]=1)([CH3:35])[CH3:34], predict the reactants needed to synthesize it. The reactants are: [OH:1][C:2]1[CH:3]=[CH:4][C:5]2[C:17](=[O:18])[C:16]3[C:15]4[C:10](=[CH:11][C:12]([S:19]([CH2:22][CH2:23][C:24]5[CH:29]=[CH:28][CH:27]=[CH:26][CH:25]=5)(=[O:21])=[O:20])=[CH:13][CH:14]=4)[NH:9][C:8]=3[C:7]([CH3:31])([CH3:30])[C:6]=2[CH:32]=1.[C:33]([SiH2]OC(C)(C)[C@@H]1OC(C)(C)O[C@@H]1CO)(C)([CH3:35])[CH3:34].C1C=CC(P(C2C=CC=CC=2)C2C=CC=CC=2)=CC=1.CC(OC(/N=N/C(OC(C)C)=O)=O)C.C12(CS(O)(=O)=O)C(C)(C)C(CC1)CC2=O. (4) Given the product [CH2:16]([N:18]1[C:26]2[C:21](=[N:22][CH:23]=[C:24]([CH3:27])[CH:25]=2)[N:20]([C:28]2[CH:33]=[CH:32][C:31]([O:34][C:2]3[N:3]=[C:4]4[CH:9]=[CH:8][CH:7]=[CH:6][N:5]4[C:10]=3[C:11]([O:13][CH2:14][CH3:15])=[O:12])=[CH:30][CH:29]=2)[C:19]1=[O:35])[CH3:17], predict the reactants needed to synthesize it. The reactants are: Cl[C:2]1[N:3]=[C:4]2[CH:9]=[CH:8][CH:7]=[CH:6][N:5]2[C:10]=1[C:11]([O:13][CH2:14][CH3:15])=[O:12].[CH2:16]([N:18]1[C:26]2[C:21](=[N:22][CH:23]=[C:24]([CH3:27])[CH:25]=2)[N:20]([C:28]2[CH:33]=[CH:32][C:31]([OH:34])=[CH:30][CH:29]=2)[C:19]1=[O:35])[CH3:17].[H-].[Na+]. (5) Given the product [Cl:1][C:2]1[CH:7]=[C:6]([CH3:8])[CH:5]=[C:4]([F:9])[C:3]=1[CH:20]=[O:21], predict the reactants needed to synthesize it. The reactants are: [Cl:1][C:2]1[CH:7]=[C:6]([CH3:8])[CH:5]=[C:4]([F:9])[CH:3]=1.C([N-]C(C)C)(C)C.[Li+].CN(C)[CH:20]=[O:21].C(O)(=O)C. (6) The reactants are: NC1C2N=C(NC(=O)C)NC=2C=CC=1.[CH3:15][O:16][C:17]1[CH:22]=[CH:21][CH:20]=[CH:19][C:18]=1[NH:23][C:24](=[S:44])[NH:25][C:26]1[C:34]2[N:33]=[C:32]([NH:35][C:36](=[O:43])[C:37]3C=CC=CC=3)[NH:31][C:30]=2[CH:29]=[CH:28][CH:27]=1. Given the product [CH3:15][O:16][C:17]1[CH:22]=[CH:21][CH:20]=[CH:19][C:18]=1[NH:23][C:24](=[S:44])[NH:25][C:26]1[C:34]2[N:33]=[C:32]([NH:35][C:36](=[O:43])[CH3:37])[NH:31][C:30]=2[CH:29]=[CH:28][CH:27]=1, predict the reactants needed to synthesize it. (7) Given the product [F:19][C:2]([F:1])([F:18])[CH:3]([C:5]1[CH:10]=[CH:9][CH:8]=[C:7]([CH:11]2[CH2:12][CH2:13][N:14]([CH2:27][CH2:28][CH3:29])[CH2:15][CH2:16]2)[C:6]=1[F:17])[OH:4], predict the reactants needed to synthesize it. The reactants are: [F:1][C:2]([F:19])([F:18])[CH:3]([C:5]1[CH:10]=[CH:9][CH:8]=[C:7]([CH:11]2[CH2:16][CH2:15][NH:14][CH2:13][CH2:12]2)[C:6]=1[F:17])[OH:4].C(=O)([O-])[O-].[K+].[K+].I[CH2:27][CH2:28][CH3:29]. (8) Given the product [CH3:11][O:10][C:7]1[CH:8]=[CH:9][C:2]2[O:1][C:13]([C:14]([O:16][CH2:17][CH3:18])=[O:15])=[CH:4][C:3]=2[CH:6]=1, predict the reactants needed to synthesize it. The reactants are: [OH:1][C:2]1[CH:9]=[CH:8][C:7]([O:10][CH3:11])=[CH:6][C:3]=1[CH:4]=O.Cl[CH2:13][C:14]([O:16][CH2:17][CH3:18])=[O:15].C([O-])([O-])=O.[K+].[K+].